From a dataset of Reaction yield outcomes from USPTO patents with 853,638 reactions. Predict the reaction yield, written as a fraction of the theoretical maximum amount of product (1.0 means a 100% yield; for example, 0.34 means a 34% yield). (1) The reactants are [CH3:1][O:2][C:3](=[O:21])[C:4]1[CH:9]=[C:8]([C:10](=[O:12])[CH3:11])[CH:7]=[CH:6][C:5]=1[O:13][CH2:14][C:15]1[CH:20]=[CH:19][CH:18]=[CH:17][CH:16]=1.[Br:22]Br.C(OCC)C. The catalyst is C(Cl)(Cl)Cl.C1(C)C=CC=CC=1. The product is [CH3:1][O:2][C:3](=[O:21])[C:4]1[CH:9]=[C:8]([C:10](=[O:12])[CH2:11][Br:22])[CH:7]=[CH:6][C:5]=1[O:13][CH2:14][C:15]1[CH:16]=[CH:17][CH:18]=[CH:19][CH:20]=1. The yield is 0.550. (2) The reactants are [CH3:1][C:2]1[C:7]([CH3:8])=[CH:6][C:5]([C:9]([F:12])([F:11])[F:10])=[CH:4][N:3]=1.ClC1C=C(C=CC=1)C(OO)=[O:18].C([O-])(O)=O.[Na+]. The catalyst is C(Cl)Cl. The product is [CH3:1][C:2]1[C:7]([CH3:8])=[CH:6][C:5]([C:9]([F:11])([F:12])[F:10])=[CH:4][N+:3]=1[O-:18]. The yield is 0.810. (3) The reactants are [CH2:1]([O:8][C:9]([N:11]1[CH2:16][CH2:15][NH:14][CH2:13][CH2:12]1)=[O:10])[C:2]1[CH:7]=[CH:6][CH:5]=[CH:4][CH:3]=1.[NH2:17][C:18]1[NH:19][C:20](=O)[C:21]2[N:27]=[C:26]([C:28]3[CH:33]=[CH:32][C:31]([F:34])=[CH:30][CH:29]=3)[CH:25]=[CH:24][C:22]=2[N:23]=1. No catalyst specified. The product is [NH2:17][C:18]1[N:19]=[C:20]([N:14]2[CH2:15][CH2:16][N:11]([C:9]([O:8][CH2:1][C:2]3[CH:7]=[CH:6][CH:5]=[CH:4][CH:3]=3)=[O:10])[CH2:12][CH2:13]2)[C:21]2[N:27]=[C:26]([C:28]3[CH:33]=[CH:32][C:31]([F:34])=[CH:30][CH:29]=3)[CH:25]=[CH:24][C:22]=2[N:23]=1. The yield is 0.820. (4) The reactants are [C:1]([O:4][CH:5]([CH2:21][N:22]1[CH2:27][CH2:26][N:25]([CH3:28])[CH2:24][CH2:23]1)[CH2:6][O:7][C:8]1[CH:17]=[C:16]2[C:11]([C:12](=O)[NH:13][CH:14]=[N:15]2)=[CH:10][C:9]=1[O:19][CH3:20])(=[O:3])[CH3:2].CN(C=O)C.S(Cl)([Cl:36])=O. No catalyst specified. The product is [C:1]([O:4][CH:5]([CH2:21][N:22]1[CH2:27][CH2:26][N:25]([CH3:28])[CH2:24][CH2:23]1)[CH2:6][O:7][C:8]1[CH:17]=[C:16]2[C:11]([C:12]([Cl:36])=[N:13][CH:14]=[N:15]2)=[CH:10][C:9]=1[O:19][CH3:20])(=[O:3])[CH3:2]. The yield is 0.880. (5) The reactants are Br[CH2:2][CH2:3][O:4][CH2:5][CH2:6]Br.[Cl:8][C:9]1[N:14]=[C:13]([N:15]2[CH2:20][CH2:19][O:18][CH2:17][C@H:16]2[CH3:21])[CH:12]=[C:11]([CH2:22][S@:23]([CH3:25])=[O:24])[N:10]=1.[OH-].[Na+]. The catalyst is [Br-].C([N+](CCCCCCCC)(CCCCCCCC)CCCCCCCC)CCCCCCC.CN1C2C(N=C(N)NC=2NCC1CNC1C=CC(C(NC(C(O)=O)CCC(O)=O)=O)=CC=1)=O. The product is [Cl:8][C:9]1[N:14]=[C:13]([N:15]2[CH2:20][CH2:19][O:18][CH2:17][C@H:16]2[CH3:21])[CH:12]=[C:11]([C:22]2([S@:23]([CH3:25])=[O:24])[CH2:6][CH2:5][O:4][CH2:3][CH2:2]2)[N:10]=1. The yield is 0.650. (6) The reactants are [Na].Cl.[NH2:3][C:4]([NH2:6])=[NH:5].[CH3:7][O:8][CH2:9][CH2:10][CH2:11][O:12][C:13]1[CH:18]=[C:17]([CH2:19][CH2:20][C:21](OCC)=[O:22])[CH:16]=[CH:15][C:14]=1[C:26]1[CH:31]=[CH:30][C:29]([CH2:32][N:33]2[CH2:38][CH2:37][CH2:36][CH2:35][CH2:34]2)=[CH:28][CH:27]=1.[Cl:39]CCl.[Cl-].[Na+].O. The catalyst is C(O)C.CN(C=O)C. The product is [ClH:39].[NH2:5][C:4](=[NH:6])[NH:3][C:21](=[O:22])[CH2:20][CH2:19][C:17]1[CH:16]=[CH:15][C:14]([C:26]2[CH:31]=[CH:30][C:29]([CH2:32][N:33]3[CH2:38][CH2:37][CH2:36][CH2:35][CH2:34]3)=[CH:28][CH:27]=2)=[C:13]([O:12][CH2:11][CH2:10][CH2:9][O:8][CH3:7])[CH:18]=1. The yield is 0.430. (7) The yield is 0.670. The product is [NH2:23][C:5]1[N:10]=[C:9](/[CH:11]=[C:12]2/[C:13](=[O:18])[NH:14][C:15](=[O:17])[S:16]/2)[CH:8]=[CH:7][N:6]=1. The reactants are CS([C:5]1[N:10]=[C:9](/[CH:11]=[C:12]2/[C:13](=[O:18])[NH:14][C:15](=[O:17])[S:16]/2)[CH:8]=[CH:7][N:6]=1)(=O)=O.C([O-])(=O)C.[NH4+:23]. The catalyst is CS(C)=O. (8) The catalyst is O1CCCC1.C(OCC)(=O)C.O. The product is [CH2:19]([N:20]([CH2:23][CH3:24])[CH2:21][CH2:22][N:12]1[CH:13]=[C:9]([B:4]2[O:5][C:6]([CH3:7])([CH3:8])[C:2]([CH3:14])([CH3:1])[O:3]2)[CH:10]=[N:11]1)[CH3:18]. The reactants are [CH3:1][C:2]1([CH3:14])[C:6]([CH3:8])([CH3:7])[O:5][B:4]([C:9]2[CH:10]=[N:11][NH:12][CH:13]=2)[O:3]1.[H-].[Na+].Br[CH2:18][CH2:19][N:20]([CH2:23][CH3:24])[CH2:21][CH3:22].[I-].[K+]. The yield is 0.900.